This data is from Forward reaction prediction with 1.9M reactions from USPTO patents (1976-2016). The task is: Predict the product of the given reaction. (1) Given the reactants Cl[C:2]1[C:14]2[C:13]3[C:8](=[CH:9][CH:10]=[CH:11][C:12]=3[Cl:15])[NH:7][C:6]=2[N:5]=[C:4]([NH:16]C(=O)C(C)(C)C)[N:3]=1.[CH3:23][O:24][C:25]1[CH:32]=[CH:31][C:28]([NH:29][CH3:30])=[CH:27][CH:26]=1.C(O)(C)C, predict the reaction product. The product is: [Cl:15][C:12]1[CH:11]=[CH:10][CH:9]=[C:8]2[C:13]=1[C:14]1[C:2]([N:29]([C:28]3[CH:31]=[CH:32][C:25]([O:24][CH3:23])=[CH:26][CH:27]=3)[CH3:30])=[N:3][C:4]([NH2:16])=[N:5][C:6]=1[NH:7]2. (2) Given the reactants [N:1]([C:4]1[CH:9]=[CH:8][CH:7]=[CH:6][C:5]=1[NH2:10])=[N+]=[N-].[CH3:11][O:12][C:13]1[C:21]([O:22][CH3:23])=[CH:20][CH:19]=[CH:18][C:14]=1[C:15](O)=O.C1(CCC=[O:33])C=CC=CC=1.[CH:34]1([N+:40]#[C-:41])[CH2:39][CH2:38][CH2:37][CH2:36][CH2:35]1.[CH:42](N(C(C)C)CC)([CH3:44])[CH3:43].[C:64]1(P([C:64]2[CH:69]=[CH:68][CH:67]=[CH:66][CH:65]=2)[C:64]2[CH:69]=[CH:68][CH:67]=[CH:66][CH:65]=2)[CH:69]=[CH:68][CH:67]=[CH:66][CH:65]=1, predict the reaction product. The product is: [CH:34]1([NH:40][C:41](=[O:33])[CH:43]([N:10]2[C:5]3[CH:6]=[CH:7][CH:8]=[CH:9][C:4]=3[N:1]=[C:15]2[C:14]2[CH:18]=[CH:19][CH:20]=[C:21]([O:22][CH3:23])[C:13]=2[O:12][CH3:11])[CH2:42][CH2:44][C:64]2[CH:65]=[CH:66][CH:67]=[CH:68][CH:69]=2)[CH2:39][CH2:38][CH2:37][CH2:36][CH2:35]1. (3) Given the reactants [Cl:1][C:2]1[N:6]([C:7]2[CH:12]=[CH:11][CH:10]=[CH:9][CH:8]=2)[N:5]=[C:4]([CH3:13])[CH:3]=1.C(OC(=O)C)(=O)C.[N+:21]([O-])([OH:23])=[O:22], predict the reaction product. The product is: [Cl:1][C:2]1[N:6]([C:7]2[CH:12]=[CH:11][CH:10]=[CH:9][CH:8]=2)[N:5]=[C:4]([CH3:13])[C:3]=1[N+:21]([O-:23])=[O:22].